This data is from Ames mutagenicity test results for genotoxicity prediction. The task is: Regression/Classification. Given a drug SMILES string, predict its toxicity properties. Task type varies by dataset: regression for continuous values (e.g., LD50, hERG inhibition percentage) or binary classification for toxic/non-toxic outcomes (e.g., AMES mutagenicity, cardiotoxicity, hepatotoxicity). Dataset: ames. (1) The compound is Cc1cccc2cc3c(ccc4ccccc43)cc12. The result is 1 (mutagenic). (2) The molecule is CC(=O)c1cc2c(cc1C)C(C)(C)C(C)CC2(C)C. The result is 0 (non-mutagenic). (3) The compound is C=CC(C)(O)CCC=C(C)C. The result is 0 (non-mutagenic). (4) The drug is c1cc2ccc3cc4c(c5ccc(c1)c2c35)[C@@H]1O[C@@H]1CC4. The result is 1 (mutagenic). (5) The molecule is ClCC1(CCl)C2CC(Cl)(Cl)C1(CCl)C(Cl)C2Cl. The result is 0 (non-mutagenic). (6) The compound is COc1ccc(C2OC2C(=O)c2ccccc2)cc1. The result is 1 (mutagenic). (7) The drug is CC(C)COC(=O)CCCCC(=O)OCC(C)C. The result is 0 (non-mutagenic). (8) The result is 1 (mutagenic). The molecule is Nc1ccc2cc3ccccc3cc2c1.